Dataset: Catalyst prediction with 721,799 reactions and 888 catalyst types from USPTO. Task: Predict which catalyst facilitates the given reaction. Reactant: [H-].[Na+].[NH:3]1[C:11]2[C:6](=[CH:7][C:8]([C:12]([O:14][CH3:15])=[O:13])=[CH:9][CH:10]=2)[CH:5]=[CH:4]1.[F:16][CH:17]([F:20])[CH2:18]I. Product: [F:16][CH:17]([F:20])[CH2:18][N:3]1[C:11]2[C:6](=[CH:7][C:8]([C:12]([O:14][CH3:15])=[O:13])=[CH:9][CH:10]=2)[CH:5]=[CH:4]1. The catalyst class is: 3.